This data is from Forward reaction prediction with 1.9M reactions from USPTO patents (1976-2016). The task is: Predict the product of the given reaction. Given the reactants C(OC(=O)[NH:7][C@H:8]([C:10]1[N:14]([CH:15]2[CH2:18][CH:17]([C:19]#[N:20])[CH2:16]2)[C:13]2[CH:21]=[C:22]([F:25])[CH:23]=[CH:24][C:12]=2[N:11]=1)[CH3:9])(C)(C)C.C(O)(C(F)(F)F)=O, predict the reaction product. The product is: [NH2:7][C@H:8]([C:10]1[N:14]([CH:15]2[CH2:18][CH:17]([C:19]#[N:20])[CH2:16]2)[C:13]2[CH:21]=[C:22]([F:25])[CH:23]=[CH:24][C:12]=2[N:11]=1)[CH3:9].